This data is from Full USPTO retrosynthesis dataset with 1.9M reactions from patents (1976-2016). The task is: Predict the reactants needed to synthesize the given product. (1) Given the product [CH:10]([C:4]1[N:3]([CH3:12])[CH:2]=[C:6]([C:7]([O:9][C:13]([CH3:16])([CH3:15])[CH3:14])=[O:8])[CH:5]=1)=[O:11], predict the reactants needed to synthesize it. The reactants are: C[C:2]1[N:3]([CH3:12])[C:4]([CH:10]=[O:11])=[CH:5][C:6]=1[C:7]([OH:9])=[O:8].[C:13](OC(O[C:13]([CH3:16])([CH3:15])[CH3:14])N(C)C)([CH3:16])([CH3:15])[CH3:14]. (2) Given the product [Cl:25][C:26]1[CH:27]=[CH:28][C:29]([CH2:30][S:31]([NH:1][C:2]2[CH:7]=[CH:6][C:5]([N:8]3[C:14](=[O:15])[CH2:13][C:12](=[O:16])[NH:11][C:10]4[C:17]5[C:22]([CH:23]=[CH:24][C:9]3=4)=[CH:21][CH:20]=[CH:19][CH:18]=5)=[CH:4][CH:3]=2)(=[O:33])=[O:32])=[CH:35][CH:36]=1, predict the reactants needed to synthesize it. The reactants are: [NH2:1][C:2]1[CH:7]=[CH:6][C:5]([N:8]2[C:14](=[O:15])[CH2:13][C:12](=[O:16])[NH:11][C:10]3[C:17]4[C:22]([CH:23]=[CH:24][C:9]2=3)=[CH:21][CH:20]=[CH:19][CH:18]=4)=[CH:4][CH:3]=1.[Cl:25][C:26]1[CH:36]=[CH:35][C:29]([CH2:30][S:31](Cl)(=[O:33])=[O:32])=[CH:28][CH:27]=1. (3) The reactants are: [CH3:1][O:2][C:3]1[C:4]2[CH:11]=[CH:10][N:9]([S:12]([C:15]3[CH:20]=[CH:19][C:18]([CH3:21])=[CH:17][CH:16]=3)(=[O:14])=[O:13])[C:5]=2[N:6]=[CH:7][N:8]=1.C([Li])CCC.[I:27]I. Given the product [I:27][C:10]1[N:9]([S:12]([C:15]2[CH:20]=[CH:19][C:18]([CH3:21])=[CH:17][CH:16]=2)(=[O:13])=[O:14])[C:5]2[N:6]=[CH:7][N:8]=[C:3]([O:2][CH3:1])[C:4]=2[CH:11]=1, predict the reactants needed to synthesize it.